From a dataset of Catalyst prediction with 721,799 reactions and 888 catalyst types from USPTO. Predict which catalyst facilitates the given reaction. (1) Reactant: N[C:2]1[NH:3][C:4](=[O:19])[C:5]2[N:6]([CH2:11][C:12]3[CH:17]=[CH:16][C:15]([Cl:18])=[CH:14][CH:13]=3)[CH:7]=[N:8][C:9]=2[N:10]=1.N([O-])=[O:21].[Na+]. Product: [Cl:18][C:15]1[CH:16]=[CH:17][C:12]([CH2:11][N:6]2[C:5]3[C:4](=[O:19])[NH:3][C:2](=[O:21])[NH:10][C:9]=3[N:8]=[CH:7]2)=[CH:13][CH:14]=1. The catalyst class is: 86. (2) Reactant: C(OC(=O)[NH:7][CH:8]([C:29]1[C:37]2[C:32](=[CH:33][CH:34]=[CH:35][CH:36]=2)[N:31]([C:38](=[O:40])[CH3:39])[CH:30]=1)[C:9]([N:11]1[CH2:15][C@H:14]([F:16])[CH2:13][C@H:12]1[C:17](=[O:28])[NH:18][CH2:19][C:20]1[CH:25]=[CH:24][CH:23]=[C:22]([Cl:26])[C:21]=1[F:27])=[O:10])(C)(C)C.C(O)(C(F)(F)F)=O. Product: [Cl:26][C:22]1[C:21]([F:27])=[C:20]([CH:25]=[CH:24][CH:23]=1)[CH2:19][NH:18][C:17]([C@@H:12]1[CH2:13][C@@H:14]([F:16])[CH2:15][N:11]1[C:9](=[O:10])[CH:8]([C:29]1[C:37]2[C:32](=[CH:33][CH:34]=[CH:35][CH:36]=2)[N:31]([C:38](=[O:40])[CH3:39])[CH:30]=1)[NH2:7])=[O:28]. The catalyst class is: 2.